Dataset: Forward reaction prediction with 1.9M reactions from USPTO patents (1976-2016). Task: Predict the product of the given reaction. (1) Given the reactants Br[C:2]1[C:3]2[C:4]3[CH:17]=[CH:16][S:15][C:5]=3[C:6](=[O:14])[NH:7][C:8]=2[CH:9]=[CH:10][C:11]=1[O:12][CH3:13].[CH3:18][N:19]([CH2:27][CH2:28][C:29]1[CH:34]=[CH:33][C:32](B2OC(C)(C)C(C)(C)O2)=[CH:31][CH:30]=1)[C:20](=[O:26])[O:21][C:22]([CH3:25])([CH3:24])[CH3:23], predict the reaction product. The product is: [C:22]([O:21][C:20](=[O:26])[N:19]([CH2:27][CH2:28][C:29]1[CH:30]=[CH:31][C:32]([C:2]2[C:3]3[C:4]4[CH:17]=[CH:16][S:15][C:5]=4[C:6](=[O:14])[NH:7][C:8]=3[CH:9]=[CH:10][C:11]=2[O:12][CH3:13])=[CH:33][CH:34]=1)[CH3:18])([CH3:25])([CH3:23])[CH3:24]. (2) The product is: [Br:1][C:2]1[CH:3]=[CH:4][CH:5]=[C:6]2[C:15]=1[S:14][C:13]1[CH:12]=[CH:11][C:10]([NH2:16])=[CH:9][C:8]=1[S:7]2. Given the reactants [Br:1][C:2]1[C:15]2[S:14][C:13]3[C:8](=[CH:9][C:10]([N+:16]([O-])=O)=[CH:11][CH:12]=3)[S:7][C:6]=2[CH:5]=[CH:4][CH:3]=1.[Cl-].[NH4+].O1CCCC1.C(O)C, predict the reaction product. (3) Given the reactants [CH:1]1([CH2:7][O:8]C2C=C(C=CC=2)C(O)=O)[CH2:6][CH2:5][CH2:4][CH2:3][CH2:2]1.[NH2:18][C@@H]1[C@H]2OC[C@H](NC(C3CC3)=O)[C@H]2OC1, predict the reaction product. The product is: [C:7]([NH2:18])(=[O:8])[C:1]1[CH:6]=[CH:5][CH:4]=[CH:3][CH:2]=1. (4) Given the reactants Br[C:2]1[C:7]([O:8][CH3:9])=[CH:6][CH:5]=[CH:4][N:3]=1.[Cl:10][C:11]1[CH:12]=[CH:13][C:14]([CH3:45])=[C:15]([N:17]2[C:24](=[O:25])[C:23]3[CH:22]=[C:21](B4OC(C)(C)C(C)(C)O4)[N:20]([CH:35]([CH3:37])[CH3:36])[C:19]=3[CH:18]2[C:38]2[CH:43]=[CH:42][C:41]([Cl:44])=[CH:40][CH:39]=2)[CH:16]=1.BrC1N(C(C)C)C2C(C3C=CC(Cl)=CC=3)N(C3C=C(Cl)C=CC=3C)C(=O)C=2C=1.C(C1C=CC(OC)=C(B(O)O)C=1)#N, predict the reaction product. The product is: [Cl:10][C:11]1[CH:12]=[CH:13][C:14]([CH3:45])=[C:15]([N:17]2[C:24](=[O:25])[C:23]3[CH:22]=[C:21]([C:2]4[C:7]([O:8][CH3:9])=[CH:6][CH:5]=[CH:4][N:3]=4)[N:20]([CH:35]([CH3:37])[CH3:36])[C:19]=3[CH:18]2[C:38]2[CH:39]=[CH:40][C:41]([Cl:44])=[CH:42][CH:43]=2)[CH:16]=1. (5) The product is: [CH3:17][C:16]([CH3:19])([CH3:18])[C@H:15]([NH:14][C:12](=[O:13])[C@H:11]([N:24]1[CH:28]=[CH:27][C:26]([C:29]2[CH:34]=[CH:33][CH:32]=[CH:31][CH:30]=2)=[CH:25]1)[CH2:10][C:9]([OH:35])=[O:8])[C:20](=[O:23])[NH:21][CH3:22]. Given the reactants C([O:8][C:9](=[O:35])[CH2:10][C@@H:11]([N:24]1[CH:28]=[CH:27][C:26]([C:29]2[CH:34]=[CH:33][CH:32]=[CH:31][CH:30]=2)=[CH:25]1)[C:12]([NH:14][C@H:15]([C:20](=[O:23])[NH:21][CH3:22])[C:16]([CH3:19])([CH3:18])[CH3:17])=[O:13])C1C=CC=CC=1, predict the reaction product. (6) Given the reactants F[C:2]1[C:10]([F:11])=[C:9]([F:12])[CH:8]=[CH:7][C:3]=1[C:4]([OH:6])=[O:5].[NH2:13][C:14]1[CH:23]=[CH:22][C:17]([C:18]([O:20][CH3:21])=[O:19])=[CH:16][CH:15]=1.[Li+].C[Si]([N-][Si](C)(C)C)(C)C, predict the reaction product. The product is: [F:11][C:10]1[C:2]([NH:13][C:14]2[CH:15]=[CH:16][C:17]([C:18]([O:20][CH3:21])=[O:19])=[CH:22][CH:23]=2)=[C:3]([CH:7]=[CH:8][C:9]=1[F:12])[C:4]([OH:6])=[O:5]. (7) Given the reactants [CH2:1]([C:3]1([O:35][C:36](=[O:45])[O:37][CH2:38][C:39]2[CH:44]=[CH:43][CH:42]=[CH:41][CH:40]=2)[C:8]2[CH:9]=[C:10]3[N:18]([C:19](=[O:20])[C:7]=2[CH2:6][O:5][C:4]1=[O:34])[CH2:17][C:16]1[C:15]([CH2:21][CH2:22][Si:23]([CH2:26][CH2:27][CH2:28][OH:29])([CH3:25])[CH3:24])=[C:14]2[CH:30]=[CH:31][CH:32]=[CH:33][C:13]2=[N:12][C:11]3=1)[CH3:2].[O:46]1[C:50]([C:51](Cl)=[O:52])=[CH:49][CH:48]=[N:47]1, predict the reaction product. The product is: [CH2:38]([O:37][C:36]([O:35][C:3]1([CH2:1][CH3:2])[C:8]2[CH:9]=[C:10]3[N:18]([C:19](=[O:20])[C:7]=2[CH2:6][O:5][C:4]1=[O:34])[CH2:17][C:16]1[C:15]([CH2:21][CH2:22][Si:23]([CH3:25])([CH3:24])[CH2:26][CH2:27][CH2:28][O:29][C:51]([C:50]2[O:46][N:47]=[CH:48][CH:49]=2)=[O:52])=[C:14]2[CH:30]=[CH:31][CH:32]=[CH:33][C:13]2=[N:12][C:11]3=1)=[O:45])[C:39]1[CH:40]=[CH:41][CH:42]=[CH:43][CH:44]=1. (8) Given the reactants [F:1][C:2]1[CH:34]=[CH:33][C:5]([CH2:6][NH:7][C:8]([C:10]2[C:11](=[O:32])[C:12]([O:24][CH2:25][C:26]3[CH:31]=[CH:30][CH:29]=[CH:28][CH:27]=3)=[C:13]3[C:18](=[O:19])N(CCC)C=C[N:14]3[CH:23]=2)=[O:9])=[CH:4][CH:3]=1.[C:35]([OH:38])(=[O:37])[CH3:36].Cl[CH2:40]Cl, predict the reaction product. The product is: [CH3:40][O:37][C:35]([C:36]1[N:14]([CH2:13][CH:18]=[O:19])[CH:23]=[C:10]([C:8](=[O:9])[NH:7][CH2:6][C:5]2[CH:33]=[CH:34][C:2]([F:1])=[CH:3][CH:4]=2)[C:11](=[O:32])[C:12]=1[O:24][CH2:25][C:26]1[CH:27]=[CH:28][CH:29]=[CH:30][CH:31]=1)=[O:38]. (9) The product is: [CH3:39][CH2:38][O:57][C:21]([C:22]1[CH:23]=[CH:24][C:25]([NH2:106])=[CH:26][CH:27]=1)=[O:20]. Given the reactants P([O-])([O:20][CH2:21][CH2:22][CH2:23][CH2:24][CH2:25][CH2:26][CH2:27]CCCCCCCCC)(OCCCCCCCCCCCCCCCC)=O.[C:38]([O:57]CC(CO)O)(=O)[CH2:39]CCCCCCCCCCCCCCCC.C([O-])(=O)CCCCCCCCCCCCCCCCC.O(C(O)C)C1C=CC=CC=1.C1C(OCC(O)COC([NH2:106])=O)=CC=C(Cl)C=1.C=CCC1C=CC(O)=C(C2C=C(CC=C)C=CC=2O)C=1.CC1C=C(N(C(OC2C=CC3C=CC=CC=3C=2)=S)C)C=CC=1.C(OCC)(=O)CC(CC(OCC)=O)(C(OCC)=O)O, predict the reaction product. (10) The product is: [CH3:19][C:14]1([CH3:20])[C:15]([CH3:18])([CH3:17])[O:16][B:12]([C:2]2[CH:11]=[CH:10][C:5]3[C:6](=[O:9])[O:7][CH2:8][C:4]=3[CH:3]=2)[O:13]1. Given the reactants Br[C:2]1[CH:11]=[CH:10][C:5]2[C:6](=[O:9])[O:7][CH2:8][C:4]=2[CH:3]=1.[B:12]1([B:12]2[O:16][C:15]([CH3:18])([CH3:17])[C:14]([CH3:20])([CH3:19])[O:13]2)[O:16][C:15]([CH3:18])([CH3:17])[C:14]([CH3:20])([CH3:19])[O:13]1.C([O-])(=O)C.[K+].C1(C)C=CC=CC=1, predict the reaction product.